From a dataset of Forward reaction prediction with 1.9M reactions from USPTO patents (1976-2016). Predict the product of the given reaction. (1) Given the reactants [Cl:1][C:2]1[CH:7]=[CH:6][C:5]([N:8]=[C:9]=[O:10])=[CH:4][C:3]=1[C:11]([F:14])([F:13])[F:12].[CH3:15][NH:16][C:17]([C:19]1[CH:24]=[C:23]([O:25][C:26]2[CH:32]=[CH:31][C:29]([NH2:30])=[CH:28][CH:27]=2)[CH:22]=[CH:21][N:20]=1)=[O:18], predict the reaction product. The product is: [Cl:1][C:2]1[CH:7]=[CH:6][C:5]([NH:8][C:9]([NH:30][C:29]2[CH:28]=[CH:27][C:26]([O:25][C:23]3[CH:22]=[CH:21][N:20]=[C:19]([C:17](=[O:18])[NH:16][CH3:15])[CH:24]=3)=[CH:32][CH:31]=2)=[O:10])=[CH:4][C:3]=1[C:11]([F:12])([F:13])[F:14]. (2) Given the reactants [Cl:1][C:2]1[CH:3]=[CH:4][C:5]([NH:18][CH2:19][CH:20]2[CH2:25][CH2:24][NH:23][CH2:22][CH2:21]2)=[C:6]([CH:17]=1)[C:7]([NH:9][C:10]1[CH:15]=[CH:14][C:13]([CH3:16])=[CH:12][N:11]=1)=[O:8].[S:26]1[CH2:31][CH2:30][C:29](=O)[CH2:28][CH2:27]1.C([BH3-])#N.[Na+], predict the reaction product. The product is: [Cl:1][C:2]1[CH:3]=[CH:4][C:5]([NH:18][CH2:19][CH:20]2[CH2:25][CH2:24][N:23]([CH:29]3[CH2:30][CH2:31][S:26][CH2:27][CH2:28]3)[CH2:22][CH2:21]2)=[C:6]([CH:17]=1)[C:7]([NH:9][C:10]1[CH:15]=[CH:14][C:13]([CH3:16])=[CH:12][N:11]=1)=[O:8]. (3) Given the reactants ClC(Cl)(Cl)[C:3]([NH:5][C:6]1[CH:11]=[CH:10][C:9]([C:12](=[O:20])[C:13]2[CH:18]=[CH:17][C:16]([CH3:19])=[CH:15][CH:14]=2)=[CH:8][C:7]=1[C:21](=O)[C:22]1[CH:27]=[CH:26][CH:25]=[C:24]([Cl:28])[CH:23]=1)=[O:4].[NH4+:32].C([O-])(=O)C, predict the reaction product. The product is: [Cl:28][C:24]1[CH:23]=[C:22]([C:21]2[C:7]3[C:6](=[CH:11][CH:10]=[C:9]([C:12](=[O:20])[C:13]4[CH:14]=[CH:15][C:16]([CH3:19])=[CH:17][CH:18]=4)[CH:8]=3)[NH:5][C:3](=[O:4])[N:32]=2)[CH:27]=[CH:26][CH:25]=1. (4) The product is: [CH3:17][O:16][C:12]1[C:11]2[C:7]([C:34]3[CH:39]=[CH:38][C:37]([S:40]([NH2:43])(=[O:42])=[O:41])=[CH:36][CH:35]=3)=[N:8][N:9]([C:18]3[CH:19]=[CH:20][CH:21]=[CH:22][CH:23]=3)[C:10]=2[CH:15]=[CH:14][N:13]=1. Given the reactants FC(F)(F)S(O[C:7]1[C:11]2[C:12]([O:16][CH3:17])=[N:13][CH:14]=[CH:15][C:10]=2[N:9]([C:18]2[CH:23]=[CH:22][CH:21]=[CH:20][CH:19]=2)[N:8]=1)(=O)=O.CC1(C)C(C)(C)OB([C:34]2[CH:39]=[CH:38][C:37]([S:40]([NH2:43])(=[O:42])=[O:41])=[CH:36][CH:35]=2)O1.C(=O)([O-])[O-].[Na+].[Na+].O, predict the reaction product. (5) Given the reactants Br[C:2]1[C:10]2[N:9]=[C:8]([CH2:11][F:12])[N:7]([CH2:13][C:14]3[CH:19]=[CH:18][CH:17]=[C:16]([Cl:20])[C:15]=3[CH3:21])[C:6]=2[CH:5]=[C:4]([N:22]2[CH2:27][CH2:26][O:25][CH2:24][CH2:23]2)[CH:3]=1.C[O:29][B:30](OC)[O:31]C, predict the reaction product. The product is: [Cl:20][C:16]1[C:15]([CH3:21])=[C:14]([CH:19]=[CH:18][CH:17]=1)[CH2:13][N:7]1[C:6]2[CH:5]=[C:4]([N:22]3[CH2:27][CH2:26][O:25][CH2:24][CH2:23]3)[CH:3]=[C:2]([B:30]([OH:31])[OH:29])[C:10]=2[N:9]=[C:8]1[CH2:11][F:12].